Task: Binary Classification. Given a miRNA mature sequence and a target amino acid sequence, predict their likelihood of interaction.. Dataset: Experimentally validated miRNA-target interactions with 360,000+ pairs, plus equal number of negative samples (1) The miRNA is mmu-miR-486a-5p with sequence UCCUGUACUGAGCUGCCCCGAG. The protein sequence of the target gene is MACGLALKRPLQHEYESFLTDETYNGEAKRARTQCPPFRAQMGTIAATLPSTSTFAQKFKEQEESVFQAATLMTRLSRNQLKTYLSSEVKNLRKRKAIPRSNDFDDDGDQRGDGCSSNYSKAYRAPSSPKSGSDSEGEAPSTSVTDRSSAKREFTMANVQMICERLLKQQEIRLRNEFEMVLTKKLDEQHQQYVQFAAEQLNSKCVSTGDDYSYSYLS. Result: 0 (no interaction). (2) The miRNA is hsa-miR-6740-3p with sequence UGUCUUCUCUCCUCCCAAACAG. The protein sequence of the target gene is MDKFVIRTPRIQNSPKKKLGEKVYKQATIESLKRVVVIEDIKRWKTMLELPDQTKENLVAALQELKKKMPSREVLRSTRIGHAVNKMRRHSDPEVAGLAKEVYTEWKTFIEKHLDRPSIEVRSDPKTESFRKNAQKLLSEALELKMDHLLVENIERETFHLCSRLINGPYRRTVRALVFTLKHRAEIREQVKSGALPVGTFVQTHKK. Result: 0 (no interaction). (3) The miRNA is mmu-miR-874-3p with sequence CUGCCCUGGCCCGAGGGACCGA. Result: 0 (no interaction). The protein sequence of the target gene is MGTPHLQGFLLLFPLLLRLHGASAGSLHSPGLSECFQVNGADYRGHQNYTGPRGAGRPCLFWDQTQQHSYSSASDPQGRWGLGAHNFCRNPDGDVQPWCYVAETEEGIYWRYCDIPTCHMPGYLGCFVDSGAPPALSGPSGTSTKLTVQVCLRFCRMKGYQLAGVEAGYACFCGSESDLARGRPAPATDCDQICFGHPGQLCGGDGRLGIYEVSVGSCQGNWSAPQGVIYSPDFPDEYGPDRNCSWVLGQLGAVLELTFRLFELADSRDRLELRDVSSGNLLRAFDGAHPPPPGPLRLRT.... (4) The miRNA is hsa-miR-3977 with sequence GUGCUUCAUCGUAAUUAACCUUA. The protein sequence of the target gene is MNGFASLLRRNQFILLVLFLLQIQSLGLDIDSRPTAEVCATHTISPGPKGDDGEKGDPGEEGKHGKVGRMGPKGIKGELGDMGDQGNIGKTGPIGKKGDKGEKGLLGIPGEKGKAGTVCDCGRYRKFVGQLDISIARLKTSMKFVKNVIAGIRETEEKFYYIVQEEKNYRESLTHCRIRGGMLAMPKDEAANTLIADYVAKSGFFRVFIGVNDLEREGQYMFTDNTPLQNYSNWNEGEPSDPYGHEDCVEMLSSGRWNDTECHLTMYFVCEFIKKKK. Result: 1 (interaction). (5) The miRNA is hsa-miR-548ay-5p with sequence AAAAGUAAUUGUGGUUUUUGC. The protein sequence of the target gene is MSQMLHIEIPNFGNTVLGCLNEQRLLGLYCDVSIVVKGQAFKAHRAVLAASSLYFRDLFSGNSKSAFELPGSVPPACFQQILSFCYTGRLTMTASEQLVVMYTAGFLQIQHIVERGTDLMFKVSSPHCDSQTAVIEDAGSEPQSPCNQLQPAAAAAAPYVVSPSVPIPLLTRVKHEAMELPPAGPGLAPKRPLETGPRDGVAVAAGAAVAAGTAPLKLPRVSYYGVPSLATLIPGIQQMPYPQGERTSPGASSLPTTDSPTSYHNEEDEEDDEAYDTMVEEQYGQMYIKASGSYAVQEKP.... Result: 1 (interaction). (6) The miRNA is hsa-miR-4726-5p with sequence AGGGCCAGAGGAGCCUGGAGUGG. The protein sequence of the target gene is MASKSQHNAPKVKSPNGKAGSQGQWGRAWEVDWFSLASIIFLLLFAPFIVYYFIMACDQYSCSLTAPALDIATGHASLADIWAKTPPVTAKAAQLYALWVSFQVLLYSWLPDFCHRFLPGYVGGVQEGAITPAGVVNKYEVNGLQAWLITHILWFVNAYLLSWFSPTIIFDNWIPLLWCANILGYAVSTFAMIKGYLFPTSAEDCKFTGNFFYNYMMGIEFNPRIGKWFDFKLFFNGRPGIVAWTLINLSFAAKQQELYGHVTNSMILVNVLQAIYVLDFFWNETWYLKTIDICHDHFGW.... Result: 0 (no interaction). (7) The miRNA is hsa-miR-660-3p with sequence ACCUCCUGUGUGCAUGGAUUA. The protein sequence of the target gene is MENAHTKTVEEVLGHFGVNESTGLSLEQVKKLKERWGSNELPAEEGKTLLELVIEQFEDLLVRILLLAACISFVLAWFEEGEETITAFVEPFVILLILVANAIVGVWQERNAENAIEALKEYEPEMGKVYRQDRKSVQRIKAKDIVPGDIVEIAVGDKVPADIRLTSIKSTTLRVDQSILTGESVSVIKHTDPVPDPRAVNQDKKNMLFSGTNIAAGKAMGVVVATGVNTEIGKIRDEMVATEQERTPLQQKLDEFGEQLSKVISLICIAVWIINIGHFNDPVHGGSWIRGAIYYFKIAV.... Result: 0 (no interaction).